This data is from HIV replication inhibition screening data with 41,000+ compounds from the AIDS Antiviral Screen. The task is: Binary Classification. Given a drug SMILES string, predict its activity (active/inactive) in a high-throughput screening assay against a specified biological target. (1) The molecule is Cc1ncc([N+](=O)[O-])n1CCNC(=O)CCC(=O)NCCCn1ccnc1[N+](=O)[O-]. The result is 0 (inactive). (2) The compound is O=c1c(-c2nnn[nH]2)cnc2sc3cc(Cl)ccc3n12. The result is 0 (inactive). (3) The molecule is CSc1nncc2[nH]cnc12. The result is 0 (inactive).